From a dataset of Forward reaction prediction with 1.9M reactions from USPTO patents (1976-2016). Predict the product of the given reaction. The product is: [F:26][C:23]1[CH:24]=[CH:25][C:20]([CH2:19][CH2:18][CH2:17][S:16][C:11]2[C:10]([C:8]([NH:7][CH2:6][CH:5]([OH:27])[C:4]([CH3:28])([CH3:3])[CH3:29])=[O:9])=[CH:15][CH:14]=[CH:13][N:12]=2)=[CH:21][CH:22]=1. Given the reactants [BH4-].[Na+].[CH3:3][C:4]([CH3:29])([CH3:28])[C:5](=[O:27])[CH2:6][NH:7][C:8]([C:10]1[C:11]([S:16][CH2:17][CH2:18][CH2:19][C:20]2[CH:25]=[CH:24][C:23]([F:26])=[CH:22][CH:21]=2)=[N:12][CH:13]=[CH:14][CH:15]=1)=[O:9].CCCCCC.CC(=O)OCC, predict the reaction product.